From a dataset of Forward reaction prediction with 1.9M reactions from USPTO patents (1976-2016). Predict the product of the given reaction. (1) Given the reactants [CH:1]1([OH:11])[C:10]2[C:5](=[CH:6][CH:7]=[CH:8][CH:9]=2)[CH2:4][CH2:3][CH2:2]1.[H-].[Na+].Br[C:15]1[C:20]([CH2:21][CH3:22])=[N:19][C:18]([C:23]2[CH:28]=[CH:27][C:26]([Cl:29])=[CH:25][C:24]=2[Cl:30])=[C:17]([CH2:31][CH3:32])[N:16]=1, predict the reaction product. The product is: [Cl:30][C:24]1[CH:25]=[C:26]([Cl:29])[CH:27]=[CH:28][C:23]=1[C:18]1[C:17]([CH2:31][CH3:32])=[N:16][C:15]([O:11][CH:1]2[C:10]3[C:5](=[CH:6][CH:7]=[CH:8][CH:9]=3)[CH2:4][CH2:3][CH2:2]2)=[C:20]([CH2:21][CH3:22])[N:19]=1. (2) The product is: [CH2:8]([N:15]([CH2:6][C:3]1[CH:4]=[CH:5][NH:1][N:2]=1)[C:23](=[O:24])[O:22][C:19]([CH3:21])([CH3:20])[CH3:18])[C:9]1[CH:14]=[CH:13][CH:12]=[CH:11][CH:10]=1. Given the reactants [NH:1]1[CH:5]=[CH:4][C:3]([CH:6]=O)=[N:2]1.[CH2:8]([NH2:15])[C:9]1[CH:14]=[CH:13][CH:12]=[CH:11][CH:10]=1.[BH4-].[Na+].[CH3:18][C:19]([O:22][C:23](O[C:23]([O:22][C:19]([CH3:21])([CH3:20])[CH3:18])=[O:24])=[O:24])([CH3:21])[CH3:20], predict the reaction product. (3) Given the reactants [C:1]([O:9]CC)(=O)[CH2:2][C:3]([O:5][CH2:6][CH3:7])=[O:4].[H-].[Na+].[H][H].[CH3:16][N:17]1[C:22]2[CH:23]=[CH:24][C:25]([CH3:27])=[CH:26][C:21]=2[C:20](=O)[O:19]C1=O, predict the reaction product. The product is: [CH2:6]([O:5][C:3]([C:2]1[C:1](=[O:9])[N:17]([CH3:16])[C:22]2[C:21]([C:20]=1[OH:19])=[CH:26][C:25]([CH3:27])=[CH:24][CH:23]=2)=[O:4])[CH3:7]. (4) The product is: [ClH:27].[O:29]1[C:30]2[CH:36]=[CH:35][CH:34]=[CH:33][C:31]=2[N:32]=[C:28]1[N:18]([CH2:19][CH2:20][CH2:21][CH2:22][CH2:23][CH2:24][CH3:25])[CH2:17][CH2:16][C:14]1[N:15]=[C:11]([S:10][C:7]([CH3:8])([CH3:9])[C:6]([OH:5])=[O:26])[S:12][CH:13]=1. Given the reactants C([O:5][C:6](=[O:26])[C:7]([S:10][C:11]1[S:12][CH:13]=[C:14]([CH2:16][CH2:17][NH:18][CH2:19][CH2:20][CH2:21][CH2:22][CH2:23][CH2:24][CH3:25])[N:15]=1)([CH3:9])[CH3:8])(C)(C)C.[Cl:27][C:28]1[O:29][C:30]2[CH:36]=[CH:35][CH:34]=[CH:33][C:31]=2[N:32]=1.Cl.C(OCC)(=O)C, predict the reaction product. (5) Given the reactants Cl[C:2]1[C:3]2[N:4]([C:12]([C:16]([O:18][CH2:19][CH3:20])=[O:17])=[C:13]([CH3:15])[N:14]=2)[CH:5]=[C:6]([C:8]([F:11])([F:10])[F:9])[CH:7]=1.CC1(C)C(C)(C)OB([C:29]2[O:33][C:32]([Si](C(C)C)(C(C)C)C(C)C)=[N:31][CH:30]=2)O1.C(=O)([O-])[O-].[K+].[K+], predict the reaction product. The product is: [CH3:15][C:13]1[N:14]=[C:3]2[C:2]([C:29]3[O:33][CH:32]=[N:31][CH:30]=3)=[CH:7][C:6]([C:8]([F:11])([F:10])[F:9])=[CH:5][N:4]2[C:12]=1[C:16]([O:18][CH2:19][CH3:20])=[O:17]. (6) The product is: [C:1]([C:4]1[C:9]([C:10]2[CH:11]=[CH:12][CH:40]=[CH:14][CH:15]=2)=[N:8][N:7]([CH2:16][CH3:17])[C:6](=[O:19])[C:5]=1[NH:20][C:30]1[C:39]2[C:34](=[CH:35][CH:36]=[CH:37][CH:38]=2)[CH:33]=[N:32][CH:31]=1)(=[O:3])[CH3:2]. Given the reactants [C:1]([C:4]1[C:9]([C:10]2[CH:15]=[CH:14]N=[CH:12][CH:11]=2)=[N:8][N:7]([CH2:16][CH2:17]O)[C:6](=[O:19])[C:5]=1[NH:20]C1C=C(C=CC=1)C#N)(=[O:3])[CH3:2].Br[C:30]1[C:39]2[C:34](=[CH:35][CH:36]=[CH:37][CH:38]=2)[CH:33]=[N:32][CH:31]=1.[CH3:40]NCCNC.C(=O)([O-])[O-].[K+].[K+], predict the reaction product. (7) Given the reactants [CH3:1][C:2]1[CH:7]=[C:6]([CH3:8])[CH:5]=[C:4]([CH3:9])[C:3]=1[NH:10][C:11]([NH:13][C:14]1[C:15]([C:24]([NH:26][C:27]2([C:33]([O:35][CH3:36])=[O:34])[CH2:32][CH2:31][NH:30][CH2:29][CH2:28]2)=[O:25])=[CH:16][C:17]2[C:22]([CH:23]=1)=[CH:21][CH:20]=[CH:19][CH:18]=2)=[O:12].C(N(C(C)C)CC)(C)C.Cl[C:47]([O:49][CH2:50][CH3:51])=[O:48], predict the reaction product. The product is: [CH3:9][C:4]1[CH:5]=[C:6]([CH3:8])[CH:7]=[C:2]([CH3:1])[C:3]=1[NH:10][C:11]([NH:13][C:14]1[C:15]([C:24]([NH:26][C:27]2([C:33]([O:35][CH3:36])=[O:34])[CH2:28][CH2:29][N:30]([C:47]([O:49][CH2:50][CH3:51])=[O:48])[CH2:31][CH2:32]2)=[O:25])=[CH:16][C:17]2[C:22]([CH:23]=1)=[CH:21][CH:20]=[CH:19][CH:18]=2)=[O:12]. (8) Given the reactants [OH:1][CH2:2][CH2:3][O:4][C:5]1[CH:10]=[CH:9][C:8]([CH:11]2[CH2:16][CH2:15][N:14]([C:17]([O:19][C:20]([CH3:23])([CH3:22])[CH3:21])=[O:18])[CH2:13][CH:12]2[O:24][CH2:25][C:26]2[CH:35]=[CH:34][C:33]3[C:28](=[CH:29][CH:30]=[CH:31][CH:32]=3)[CH:27]=2)=[CH:7][CH:6]=1.[Cl:36][C:37]1[CH:45]=[CH:44][C:40]([C:41](Cl)=[O:42])=[CH:39][CH:38]=1, predict the reaction product. The product is: [Cl:36][C:37]1[CH:45]=[CH:44][C:40]([C:41]([O:1][CH2:2][CH2:3][O:4][C:5]2[CH:10]=[CH:9][C:8]([CH:11]3[CH2:16][CH2:15][N:14]([C:17]([O:19][C:20]([CH3:23])([CH3:21])[CH3:22])=[O:18])[CH2:13][CH:12]3[O:24][CH2:25][C:26]3[CH:35]=[CH:34][C:33]4[C:28](=[CH:29][CH:30]=[CH:31][CH:32]=4)[CH:27]=3)=[CH:7][CH:6]=2)=[O:42])=[CH:39][CH:38]=1.